Predict which catalyst facilitates the given reaction. From a dataset of Catalyst prediction with 721,799 reactions and 888 catalyst types from USPTO. (1) Reactant: [N:1]1(C(OC(C)(C)C)=O)[CH2:6][CH2:5][O:4][CH:3]([C:7]([O:9][CH2:10][C:11]2[CH:16]=[CH:15][CH:14]=[CH:13][CH:12]=2)=[O:8])[CH2:2]1.Cl. Product: [NH:1]1[CH2:6][CH2:5][O:4][CH:3]([C:7]([O:9][CH2:10][C:11]2[CH:16]=[CH:15][CH:14]=[CH:13][CH:12]=2)=[O:8])[CH2:2]1. The catalyst class is: 12. (2) Reactant: [C:1]([O:15]CCO)(=[O:14])[C:2]1[CH:13]=[CH:12][C:5]([C:6]([O:8]CCO)=[O:7])=[CH:4][CH:3]=1.CC(C1OCC2(COC(C(C)(C)CO)OC2)CO1)(C)CO.C(C1(CC)COC(C(C)(C)CO)OC1)O. Product: [C:1]([OH:15])(=[O:14])[C:2]1[CH:13]=[CH:12][C:5]([C:6]([OH:8])=[O:7])=[CH:4][CH:3]=1. The catalyst class is: 196. (3) Reactant: C([O:3][C:4](=[O:50])[CH2:5][CH2:6][NH:7][C:8]([N:10]1[C:14]2[N:15]=[C:16]([N:44]3[CH2:49][CH2:48][O:47][CH2:46][CH2:45]3)[N:17]=[C:18]([C:19]3[CH:20]=[N:21][C:22]([N:25]([CH2:35][C:36]4[CH:41]=[CH:40][C:39]([O:42][CH3:43])=[CH:38][CH:37]=4)[CH2:26][C:27]4[CH:32]=[CH:31][C:30]([O:33][CH3:34])=[CH:29][CH:28]=4)=[N:23][CH:24]=3)[C:13]=2[CH2:12][CH2:11]1)=[O:9])C.[OH-].[Na+]. Product: [CH3:34][O:33][C:30]1[CH:29]=[CH:28][C:27]([CH2:26][N:25]([CH2:35][C:36]2[CH:37]=[CH:38][C:39]([O:42][CH3:43])=[CH:40][CH:41]=2)[C:22]2[N:23]=[CH:24][C:19]([C:18]3[C:13]4[CH2:12][CH2:11][N:10]([C:8]([NH:7][CH2:6][CH2:5][C:4]([OH:50])=[O:3])=[O:9])[C:14]=4[N:15]=[C:16]([N:44]4[CH2:49][CH2:48][O:47][CH2:46][CH2:45]4)[N:17]=3)=[CH:20][N:21]=2)=[CH:32][CH:31]=1. The catalyst class is: 1.